This data is from Reaction yield outcomes from USPTO patents with 853,638 reactions. The task is: Predict the reaction yield, written as a fraction of the theoretical maximum amount of product (1.0 means a 100% yield; for example, 0.34 means a 34% yield). (1) The reactants are C[O-].[Na+].[C:4]([C:7]1[CH:14]=[CH:13][CH:12]=[CH:11][C:8]=1[CH:9]=[O:10])([OH:6])=O.[C:15]1([C:24]2[C:19](=[CH:20][CH:21]=[CH:22][CH:23]=2)[CH2:18]O1)=[O:16]. The catalyst is C(OCC)(=O)C. The product is [CH:20]1[C:19]2[C:18]3[C:9](=[O:10])[C:8]4[CH:11]=[CH:12][CH:13]=[CH:14][C:7]=4[C:4]=3[O:6][C:15](=[O:16])[C:24]=2[CH:23]=[CH:22][CH:21]=1. The yield is 0.860. (2) The reactants are [CH2:1]([C:5]1[NH:10][C:9](=[O:11])[CH:8]=[C:7]([CH2:12][CH3:13])[N:6]=1)[CH2:2][CH2:3][CH3:4].Br[CH2:15][C:16]1[CH:21]=[CH:20][C:19]([C:22]2[C:23]([C:28]#[N:29])=[CH:24][CH:25]=[CH:26][CH:27]=2)=[CH:18][CH:17]=1.C(=O)([O-])[O-].[K+].[K+]. The catalyst is C(#N)C. The product is [CH2:1]([C:5]1[N:10]([CH2:15][C:16]2[CH:17]=[CH:18][C:19]([C:22]3[C:23]([C:28]#[N:29])=[CH:24][CH:25]=[CH:26][CH:27]=3)=[CH:20][CH:21]=2)[C:9](=[O:11])[CH:8]=[C:7]([CH2:12][CH3:13])[N:6]=1)[CH2:2][CH2:3][CH3:4]. The yield is 0.250. (3) The reactants are CN(C)/[CH:3]=[CH:4]/[C:5]([C:7]1[C:8]([C:20]2[CH:25]=[CH:24][C:23]([F:26])=[CH:22][CH:21]=2)=[N:9][N:10]2[CH:15]=[C:14]([C:16]([F:19])([F:18])[F:17])[CH:13]=[CH:12][C:11]=12)=O.S(O)(O)(=O)=O.[N:33]1([C:38](=[NH:40])[NH2:39])[CH2:37][CH2:36][CH2:35][CH2:34]1.C(=O)([O-])[O-].[K+].[K+].CCOCC. The yield is 0.710. The catalyst is CN1CCCC1=O.O. The product is [F:26][C:23]1[CH:22]=[CH:21][C:20]([C:8]2[C:7]([C:5]3[CH:4]=[CH:3][N:39]=[C:38]([N:33]4[CH2:37][CH2:36][CH2:35][CH2:34]4)[N:40]=3)=[C:11]3[CH:12]=[CH:13][C:14]([C:16]([F:17])([F:19])[F:18])=[CH:15][N:10]3[N:9]=2)=[CH:25][CH:24]=1. (4) The reactants are [C:1]([O:4][C@@H:5]1[C@@H:10]([O:11][C:12](=[O:14])[CH3:13])[C@H:9]([O:15][C:16](=[O:18])[CH3:17])[C@@H:8]([S:19][CH3:20])[O:7][C@H:6]1[C:21]1[CH:26]=[CH:25][C:24]([CH3:27])=[C:23]([CH2:28][C:29]2[CH:34]=[CH:33][C:32]([OH:35])=[CH:31][CH:30]=2)[CH:22]=1)(=[O:3])[CH3:2].Br[CH2:37][CH2:38][CH2:39][O:40][CH2:41][C:42]1[CH:47]=[CH:46][CH:45]=[CH:44][CH:43]=1.C([O-])([O-])=O.[K+].[K+]. The catalyst is [N+](CCCC)(CCCC)(CCCC)CCCC.[I-].CN(C=O)C.CCOCC. The product is [C:1]([O:4][C@@H:5]1[C@@H:10]([O:11][C:12](=[O:14])[CH3:13])[C@H:9]([O:15][C:16](=[O:18])[CH3:17])[C@@H:8]([S:19][CH3:20])[O:7][C@H:6]1[C:21]1[CH:26]=[CH:25][C:24]([CH3:27])=[C:23]([CH2:28][C:29]2[CH:34]=[CH:33][C:32]([O:35][CH2:37][CH2:38][CH2:39][O:40][CH2:41][C:42]3[CH:47]=[CH:46][CH:45]=[CH:44][CH:43]=3)=[CH:31][CH:30]=2)[CH:22]=1)(=[O:3])[CH3:2]. The yield is 0.910.